Dataset: Catalyst prediction with 721,799 reactions and 888 catalyst types from USPTO. Task: Predict which catalyst facilitates the given reaction. (1) Product: [NH2:27][C:25]1[CH:24]=[CH:23][C:21]2[NH:22][C:17]([C:8]3[C:7](=[O:37])[C:6]([CH2:5][CH:1]4[CH2:4][CH2:3][CH2:2]4)([CH3:38])[C:15]4[C:10]([C:9]=3[OH:16])=[CH:11][CH:12]=[CH:13][CH:14]=4)=[N:18][S:19](=[O:36])(=[O:35])[C:20]=2[CH:26]=1. The catalyst class is: 4. Reactant: [CH:1]1([CH2:5][C:6]2([CH3:38])[C:15]3[C:10](=[CH:11][CH:12]=[CH:13][CH:14]=3)[C:9]([OH:16])=[C:8]([C:17]3[NH:22][C:21]4[CH:23]=[CH:24][C:25]([NH:27]C(=O)OC(C)(C)C)=[CH:26][C:20]=4[S:19](=[O:36])(=[O:35])[N:18]=3)[C:7]2=[O:37])[CH2:4][CH2:3][CH2:2]1.FC(F)(F)C(O)=O. (2) Reactant: Cl.[N:2]([O-:4])=O.[Na+].[CH2:6]1[CH2:11][CH:10]([C:12]([OH:14])=[O:13])[NH:9][CH2:8][CH2:7]1. Product: [N:2]([N:9]1[CH2:8][CH2:7][CH2:6][CH2:11][CH:10]1[C:12]([OH:14])=[O:13])=[O:4]. The catalyst class is: 6.